Task: Binary Classification. Given a T-cell receptor sequence (or CDR3 region) and an epitope sequence, predict whether binding occurs between them.. Dataset: TCR-epitope binding with 47,182 pairs between 192 epitopes and 23,139 TCRs The epitope is FVRATATIPI. The TCR CDR3 sequence is CASSSSRGYYEQYF. Result: 0 (the TCR does not bind to the epitope).